From a dataset of Peptide-MHC class I binding affinity with 185,985 pairs from IEDB/IMGT. Regression. Given a peptide amino acid sequence and an MHC pseudo amino acid sequence, predict their binding affinity value. This is MHC class I binding data. (1) The peptide sequence is MLDQFGVSY. The MHC is HLA-B15:09 with pseudo-sequence HLA-B15:09. The binding affinity (normalized) is 0.0847. (2) The peptide sequence is YLFQWNDNV. The MHC is HLA-A02:11 with pseudo-sequence HLA-A02:11. The binding affinity (normalized) is 1.00. (3) The peptide sequence is FESLFKCLSH. The MHC is HLA-A33:01 with pseudo-sequence HLA-A33:01. The binding affinity (normalized) is 0.268. (4) The peptide sequence is EVSETQHGTI. The MHC is HLA-A68:02 with pseudo-sequence HLA-A68:02. The binding affinity (normalized) is 0.513.